Dataset: Forward reaction prediction with 1.9M reactions from USPTO patents (1976-2016). Task: Predict the product of the given reaction. (1) Given the reactants [OH:1][CH2:2][C:3]1[CH:4]=[CH:5][C:6]2[N:7]([C:9]([C:12]([O:14][CH2:15][CH3:16])=[O:13])=[CH:10][N:11]=2)[CH:8]=1.CCN(C(C)C)C(C)C.CS(Cl)(=O)=O.C([O-])([O-])=O.[K+].[K+].[F:37][C:38]([F:42])([F:41])[CH2:39]O, predict the reaction product. The product is: [F:37][C:38]([F:42])([F:41])[CH2:39][O:1][CH2:2][C:3]1[CH:4]=[CH:5][C:6]2[N:7]([C:9]([C:12]([O:14][CH2:15][CH3:16])=[O:13])=[CH:10][N:11]=2)[CH:8]=1. (2) Given the reactants [Br:1][C:2]1[CH:11]=[CH:10][CH:9]=[C:8]2[C:3]=1[CH2:4][CH2:5][N:6]([CH2:13][CH:14]=O)[C:7]2=[O:12].Cl.[CH3:17][C@@H:18]1[CH2:22][CH2:21][CH2:20][NH:19]1.C(N(C(C)C)CC)(C)C, predict the reaction product. The product is: [Br:1][C:2]1[CH:11]=[CH:10][CH:9]=[C:8]2[C:3]=1[CH2:4][CH2:5][N:6]([CH2:13][CH2:14][N:19]1[CH2:20][CH2:21][CH2:22][C@H:18]1[CH3:17])[C:7]2=[O:12]. (3) Given the reactants C[Si]([N-][Si](C)(C)C)(C)C.[Li+].[Br:11][C:12]1[CH:13]=[C:14]2[C:18](=[CH:19][CH:20]=1)[NH:17][CH:16]=[CH:15]2.[CH:21]([Si:24](Cl)([CH:28]([CH3:30])[CH3:29])[CH:25]([CH3:27])[CH3:26])([CH3:23])[CH3:22], predict the reaction product. The product is: [Br:11][C:12]1[CH:13]=[C:14]2[C:18](=[CH:19][CH:20]=1)[N:17]([Si:24]([CH:28]([CH3:30])[CH3:29])([CH:25]([CH3:27])[CH3:26])[CH:21]([CH3:23])[CH3:22])[CH:16]=[CH:15]2. (4) Given the reactants [F:1][C:2]([F:39])([F:38])[C:3]([CH2:18][NH:19][C:20]1[CH:28]=[C:27]([CH3:29])[CH:26]=[C:25]2[C:21]=1[CH:22]=[N:23][N:24]2[C:30]1[CH:35]=[CH:34][CH:33]=[C:32]([O:36]C)[CH:31]=1)([OH:17])[CH2:4][C:5]([C:8]1[CH:13]=[C:12]([F:14])[CH:11]=[CH:10][C:9]=1[O:15]C)([CH3:7])[CH3:6].[I-].[Li+], predict the reaction product. The product is: [F:14][C:12]1[CH:11]=[CH:10][C:9]([OH:15])=[C:8]([C:5]([CH3:7])([CH3:6])[CH2:4][C:3]([OH:17])([CH2:18][NH:19][C:20]2[CH:28]=[C:27]([CH3:29])[CH:26]=[C:25]3[C:21]=2[CH:22]=[N:23][N:24]3[C:30]2[CH:35]=[CH:34][CH:33]=[C:32]([OH:36])[CH:31]=2)[C:2]([F:1])([F:38])[F:39])[CH:13]=1. (5) The product is: [CH3:3][N:4]1[C:9](=[O:10])[C:8]2[C:11]([S:25]([CH2:28][CH2:29][CH2:30][C:31]([OH:33])=[O:32])(=[O:27])=[O:26])=[C:12]([CH2:14][C:15]3[C:24]4[C:19](=[CH:20][CH:21]=[CH:22][CH:23]=4)[CH:18]=[CH:17][CH:16]=3)[S:13][C:7]=2[N:6]([CH2:35][CH:36]([CH3:37])[CH3:38])[C:5]1=[O:39]. Given the reactants [OH-].[Na+].[CH3:3][N:4]1[C:9](=[O:10])[C:8]2[C:11]([S:25]([CH2:28][CH2:29][CH2:30][C:31]([O:33]C)=[O:32])(=[O:27])=[O:26])=[C:12]([CH2:14][C:15]3[C:24]4[C:19](=[CH:20][CH:21]=[CH:22][CH:23]=4)[CH:18]=[CH:17][CH:16]=3)[S:13][C:7]=2[N:6]([CH2:35][CH:36]([CH3:38])[CH3:37])[C:5]1=[O:39].Cl, predict the reaction product.